From a dataset of Full USPTO retrosynthesis dataset with 1.9M reactions from patents (1976-2016). Predict the reactants needed to synthesize the given product. Given the product [C:6]([N:9]1[CH2:14][CH2:13][N:12]([S:1]([Cl:5])(=[O:3])=[O:2])[CH2:11][CH2:10]1)(=[O:8])[CH3:7], predict the reactants needed to synthesize it. The reactants are: [S:1]([Cl:5])(Cl)(=[O:3])=[O:2].[C:6]([N:9]1[CH2:14][CH2:13][NH:12][CH2:11][CH2:10]1)(=[O:8])[CH3:7].C(N(CC)CC)C.